This data is from Reaction yield outcomes from USPTO patents with 853,638 reactions. The task is: Predict the reaction yield, written as a fraction of the theoretical maximum amount of product (1.0 means a 100% yield; for example, 0.34 means a 34% yield). (1) The catalyst is P(=O)(O)(O)O. The yield is 0.660. The product is [Br:14][C:11]1[CH:12]=[CH:13][C:8]2[C:5]3[C:4](=[CH:3][C:2]([Br:1])=[CH:7][CH:6]=3)[NH:16][C:9]=2[CH:10]=1. The reactants are [Br:1][C:2]1[CH:7]=[CH:6][C:5]([C:8]2[CH:13]=[CH:12][C:11]([Br:14])=[CH:10][C:9]=2N)=[C:4]([NH2:16])[CH:3]=1.C([O-])(O)=O.[Na+]. (2) The reactants are [CH2:1]([NH:8][C:9]([N:11]1[CH2:16][CH2:15][CH:14]([CH2:17][N:18]2[C:26]3[C:21](=[CH:22][C:23]([C:27]4[CH:28]=[N:29][N:30](C5CCCCO5)[CH:31]=4)=[CH:24][CH:25]=3)[CH:20]=[CH:19]2)[CH2:13][CH2:12]1)=[O:10])[C:2]1[CH:7]=[CH:6][CH:5]=[CH:4][CH:3]=1.[BH3-]C#N.[Na+].Cl. The catalyst is CCO. The product is [NH:29]1[CH:28]=[C:27]([C:23]2[CH:22]=[C:21]3[C:26](=[CH:25][CH:24]=2)[N:18]([CH2:17][CH:14]2[CH2:13][CH2:12][N:11]([C:9]([NH:8][CH2:1][C:2]4[CH:3]=[CH:4][CH:5]=[CH:6][CH:7]=4)=[O:10])[CH2:16][CH2:15]2)[CH2:19][CH2:20]3)[CH:31]=[N:30]1. The yield is 0.200. (3) The reactants are [CH:1]1([CH2:4][CH2:5][NH:6][C:7]([C:9]2[CH:10]=[CH:11][C:12]([C:15]3[CH2:16][CH2:17][NH:18][CH2:19][CH:20]=3)=[N:13][CH:14]=2)=[O:8])[CH2:3][CH2:2]1.[F:21][C:22]([F:33])([F:32])[C:23]1[CH:31]=[CH:30][CH:29]=[CH:28][C:24]=1[C:25](Cl)=[O:26].C(N(CC)CC)C. The catalyst is ClCCl. The product is [CH:1]1([CH2:4][CH2:5][NH:6][C:7]([C:9]2[CH:10]=[CH:11][C:12]([C:15]3[CH2:16][CH2:17][N:18]([C:25](=[O:26])[C:24]4[CH:28]=[CH:29][CH:30]=[CH:31][C:23]=4[C:22]([F:21])([F:32])[F:33])[CH2:19][CH:20]=3)=[N:13][CH:14]=2)=[O:8])[CH2:3][CH2:2]1. The yield is 0.420. (4) The reactants are [C:1]([O:4][C@@H:5]([C@@H:35]1[C@@H:39]([O:40][C:41](=[O:43])[CH3:42])[C@@H:38]([O:44][C:45](=[O:47])[CH3:46])[C@H:37]([N:48]2[CH:53]=[CH:52][C:51](=[O:54])[NH:50][C:49]2=[O:55])[O:36]1)[CH:6]([C:30]([O:32][CH2:33][CH3:34])=[O:31])[NH:7][CH2:8][CH2:9][CH2:10][NH:11][C:12](=[O:29])[C@H:13]([CH2:25][CH:26]([CH3:28])[CH3:27])[NH:14]C(=O)OCC1C=CC=CC=1)(=[O:3])[CH3:2]. The catalyst is [Pd].CO. The product is [C:1]([O:4][C@@H:5]([C@@H:35]1[C@@H:39]([O:40][C:41](=[O:43])[CH3:42])[C@@H:38]([O:44][C:45](=[O:47])[CH3:46])[C@H:37]([N:48]2[CH:53]=[CH:52][C:51](=[O:54])[NH:50][C:49]2=[O:55])[O:36]1)[CH:6]([NH:7][CH2:8][CH2:9][CH2:10][NH:11][C:12](=[O:29])[C@@H:13]([NH2:14])[CH2:25][CH:26]([CH3:27])[CH3:28])[C:30]([O:32][CH2:33][CH3:34])=[O:31])(=[O:3])[CH3:2]. The yield is 0.950. (5) The reactants are CN(C(ON1N=NC2C=CC=CC1=2)=[N+](C)C)C.[B-](F)(F)(F)F.[F:23][C:24]1[CH:25]=[C:26]([N:31]2[CH2:35][CH2:34][CH2:33][CH:32]2[C:36]2[CH:37]=[C:38]([C:53](O)=[O:54])[CH:39]=[C:40]3[C:45]=2[O:44][C:43]([N:46]2[CH2:51][CH2:50][O:49][CH2:48][CH2:47]2)=[CH:42][C:41]3=[O:52])[CH:27]=[C:28]([F:30])[CH:29]=1.CCN(C(C)C)C(C)C.Cl.[NH:66]1[CH2:71][CH2:70][S:69](=[O:72])[CH2:68][CH2:67]1. The catalyst is C(Cl)Cl. The product is [F:30][C:28]1[CH:27]=[C:26]([N:31]2[CH2:35][CH2:34][CH2:33][CH:32]2[C:36]2[CH:37]=[C:38]([C:53]([N:66]3[CH2:71][CH2:70][S:69](=[O:72])[CH2:68][CH2:67]3)=[O:54])[CH:39]=[C:40]3[C:45]=2[O:44][C:43]([N:46]2[CH2:51][CH2:50][O:49][CH2:48][CH2:47]2)=[CH:42][C:41]3=[O:52])[CH:25]=[C:24]([F:23])[CH:29]=1. The yield is 0.570. (6) The reactants are [CH2:1]([O:8][C:9]1[CH:18]=[C:17]2[C:12]([C:13](=[O:19])[CH:14]=[CH:15][NH:16]2)=[CH:11][C:10]=1[O:20][CH3:21])[C:2]1[CH:7]=[CH:6][CH:5]=[CH:4][CH:3]=1.C(=O)([O-])[O-].[Cs+].[Cs+].F[C:29]1[CH:34]=[CH:33][C:32]([N+:35]([O-:37])=[O:36])=[CH:31][C:30]=1[F:38]. The catalyst is CN(C=O)C.CC#N. The product is [CH2:1]([O:8][C:9]1[CH:18]=[C:17]2[C:12]([C:13]([O:19][C:29]3[CH:34]=[CH:33][C:32]([N+:35]([O-:37])=[O:36])=[CH:31][C:30]=3[F:38])=[CH:14][CH:15]=[N:16]2)=[CH:11][C:10]=1[O:20][CH3:21])[C:2]1[CH:7]=[CH:6][CH:5]=[CH:4][CH:3]=1. The yield is 0.410.